From a dataset of Reaction yield outcomes from USPTO patents with 853,638 reactions. Predict the reaction yield, written as a fraction of the theoretical maximum amount of product (1.0 means a 100% yield; for example, 0.34 means a 34% yield). (1) The reactants are C(OC(=O)[NH:7][C:8]1[NH:9][C:10](=[O:23])[C:11]2[CH:16]=[C:15]([C:17]3[CH:22]=[CH:21][CH:20]=[CH:19][CH:18]=3)[S:14][C:12]=2[N:13]=1)(C)(C)C.[Br:25]Br. The catalyst is C(Cl)(Cl)Cl. The product is [BrH:25].[NH2:7][C:8]1[NH:9][C:10](=[O:23])[C:11]2[C:16]([Br:25])=[C:15]([C:17]3[CH:22]=[CH:21][CH:20]=[CH:19][CH:18]=3)[S:14][C:12]=2[N:13]=1. The yield is 0.460. (2) The reactants are Br[C:2]1[CH:3]=[N:4][C:5]2[N:6]([N:8]=[C:9]([C:21]([CH3:24])([CH3:23])[CH3:22])[C:10]=2[CH2:11][N:12]2[CH2:16][CH:15]([CH2:17][CH2:18][CH3:19])[CH2:14][C:13]2=[O:20])[CH:7]=1.[CH:25]1(B(O)O)[CH2:27][CH2:26]1.[O-]P([O-])([O-])=O.[K+].[K+].[K+]. The catalyst is COCCOC.O.C1C=CC([P]([Pd]([P](C2C=CC=CC=2)(C2C=CC=CC=2)C2C=CC=CC=2)([P](C2C=CC=CC=2)(C2C=CC=CC=2)C2C=CC=CC=2)[P](C2C=CC=CC=2)(C2C=CC=CC=2)C2C=CC=CC=2)(C2C=CC=CC=2)C2C=CC=CC=2)=CC=1.C1(P(C2C=CC=CC=2)C2C=CC=CC=2)C=CC=CC=1. The product is [C:21]([C:9]1[C:10]([CH2:11][N:12]2[CH2:16][CH:15]([CH2:17][CH2:18][CH3:19])[CH2:14][C:13]2=[O:20])=[C:5]2[N:4]=[CH:3][C:2]([CH:25]3[CH2:27][CH2:26]3)=[CH:7][N:6]2[N:8]=1)([CH3:24])([CH3:23])[CH3:22]. The yield is 0.250. (3) The reactants are N[C:2]1[CH:9]=[C:8]([C:10]([F:13])([F:12])[F:11])[C:7]([O:14][CH2:15][C:16]([F:19])([F:18])[F:17])=[CH:6][C:3]=1[C:4]#[N:5].N(OCCC(C)C)=O. The catalyst is C1COCC1.CC(OC)(C)C. The product is [F:17][C:16]([F:18])([F:19])[CH2:15][O:14][C:7]1[CH:6]=[C:3]([CH:2]=[CH:9][C:8]=1[C:10]([F:13])([F:11])[F:12])[C:4]#[N:5]. The yield is 0.790. (4) The reactants are Cl[C:2]1[CH:7]=[CH:6][N:5]=[C:4]([S:8][CH3:9])[N:3]=1.C1C=CC(P(C2C=CC=CC=2)C2C=CC=CC=2)=CC=1.[C:29]([C:31]1[CH:36]=[CH:35][CH:34]=[CH:33][C:32]=1[CH2:37][C:38]([O:40][CH3:41])=[O:39])#[CH:30].CCN(CC)CC. The catalyst is C1COCC1.Cl[Pd](Cl)([P](C1C=CC=CC=1)(C1C=CC=CC=1)C1C=CC=CC=1)[P](C1C=CC=CC=1)(C1C=CC=CC=1)C1C=CC=CC=1.[Cu]I. The product is [CH3:9][S:8][C:4]1[N:3]=[C:2]([C:30]#[C:29][C:31]2[CH:36]=[CH:35][CH:34]=[CH:33][C:32]=2[CH2:37][C:38]([O:40][CH3:41])=[O:39])[CH:7]=[CH:6][N:5]=1. The yield is 0.630. (5) No catalyst specified. The product is [NH2:15][C:16]1[N:17]=[C:18]([N:27]2[CH2:28][CH2:29][N:30]([C:33](=[O:43])[CH2:34][O:35][C:36]3[CH:41]=[CH:40][C:39]([Cl:42])=[CH:38][CH:37]=3)[CH2:31][CH2:32]2)[C:19]2[N:25]=[C:24]([C:7]3[CH:8]=[CH:9][C:4]([O:3][C:2]([F:14])([F:13])[F:1])=[CH:5][CH:6]=3)[CH:23]=[CH:22][C:20]=2[N:21]=1. The reactants are [F:1][C:2]([F:14])([F:13])[O:3][C:4]1[CH:9]=[CH:8][C:7](B(O)O)=[CH:6][CH:5]=1.[NH2:15][C:16]1[N:17]=[C:18]([N:27]2[CH2:32][CH2:31][N:30]([C:33](=[O:43])[CH2:34][O:35][C:36]3[CH:41]=[CH:40][C:39]([Cl:42])=[CH:38][CH:37]=3)[CH2:29][CH2:28]2)[C:19]2[N:25]=[C:24](Cl)[CH:23]=[CH:22][C:20]=2[N:21]=1. The yield is 1.00. (6) The reactants are [CH3:1][C:2]([CH3:29])([O:5][C:6]1[C:15]([O:16][C:17]([CH3:21])([CH3:20])[C:18]#[CH:19])=[C:14]2[C:9]([C:10](=[O:28])[CH:11]=[C:12]([C:22]3[CH:27]=[CH:26][CH:25]=[CH:24][CH:23]=3)[O:13]2)=[CH:8][CH:7]=1)[C:3]#[CH:4]. The catalyst is CO.[Pd].CC([O-])=O.CC([O-])=O.[Pb+2]. The product is [CH3:1][C:2]([CH3:29])([O:5][C:6]1[C:15]([O:16][C:17]([CH3:20])([CH3:21])[CH:18]=[CH2:19])=[C:14]2[C:9]([C:10](=[O:28])[CH:11]=[C:12]([C:22]3[CH:27]=[CH:26][CH:25]=[CH:24][CH:23]=3)[O:13]2)=[CH:8][CH:7]=1)[CH:3]=[CH2:4]. The yield is 0.730. (7) The yield is 0.960. The reactants are [OH:1][C:2]1[CH:3]=[CH:4][C:5]2[C:9]([O:10][C:11]3[CH:16]=[CH:15][C:14](/[CH:17]=[CH:18]/[C:19]([O:21]C)=[O:20])=[CH:13][CH:12]=3)=[C:8]([C:23]3[CH:28]=[CH:27][CH:26]=[CH:25][C:24]=3[CH:29]([CH3:31])[CH3:30])[S:7][C:6]=2[CH:32]=1.[Li+].[OH-].Cl. The product is [OH:1][C:2]1[CH:3]=[CH:4][C:5]2[C:9]([O:10][C:11]3[CH:12]=[CH:13][C:14](/[CH:17]=[CH:18]/[C:19]([OH:21])=[O:20])=[CH:15][CH:16]=3)=[C:8]([C:23]3[CH:28]=[CH:27][CH:26]=[CH:25][C:24]=3[CH:29]([CH3:30])[CH3:31])[S:7][C:6]=2[CH:32]=1. The catalyst is CCO. (8) The reactants are [C:1]([O:5][C:6](=[O:17])[CH2:7]/[N:8]=[CH:9]/[C:10]1[CH:15]=[CH:14][CH:13]=[C:12]([Cl:16])[CH:11]=1)([CH3:4])([CH3:3])[CH3:2].[Cl:18][C:19]1[CH:24]=[CH:23][C:22](/[C:25](=[CH:28]/[CH2:29][C:30]([CH3:33])([CH3:32])[CH3:31])/[C:26]#[N:27])=[CH:21][CH:20]=1.C(N(CC)CC)C. The catalyst is ClCCCl. The product is [C:1]([O:5][C:6]([CH:7]1[CH:28]([CH2:29][C:30]([CH3:33])([CH3:32])[CH3:31])[C:25]([C:22]2[CH:23]=[CH:24][C:19]([Cl:18])=[CH:20][CH:21]=2)([C:26]#[N:27])[CH:9]([C:10]2[CH:15]=[CH:14][CH:13]=[C:12]([Cl:16])[CH:11]=2)[NH:8]1)=[O:17])([CH3:4])([CH3:2])[CH3:3]. The yield is 0.310. (9) The reactants are [CH3:1][C:2]1[N:6]2[CH:7]=[CH:8][CH:9]=[CH:10][C:5]2=[N:4][C:3]=1[CH2:11][C@@H:12]1[CH2:17][CH2:16][CH2:15][CH2:14][N:13]1C(OC(C)(C)C)=O.C(O)(C(F)(F)F)=O. The catalyst is C(Cl)Cl. The product is [CH3:1][C:2]1[N:6]2[CH:7]=[CH:8][CH:9]=[CH:10][C:5]2=[N:4][C:3]=1[CH2:11][C@@H:12]1[CH2:17][CH2:16][CH2:15][CH2:14][NH:13]1. The yield is 0.900. (10) The reactants are C([O:5][C:6](=[O:21])/[CH:7]=[CH:8]/[C:9]1[CH:20]=[N:19][C:12]2[NH:13][C:14](=[O:18])[NH:15][C:16](=[O:17])[C:11]=2[CH:10]=1)(C)(C)C.FC(F)(F)C(O)=O. The catalyst is C(Cl)Cl. The product is [O:18]=[C:14]1[NH:13][C:12]2[N:19]=[CH:20][C:9](/[CH:8]=[CH:7]/[C:6]([OH:21])=[O:5])=[CH:10][C:11]=2[C:16](=[O:17])[NH:15]1. The yield is 0.910.